From a dataset of Reaction yield outcomes from USPTO patents with 853,638 reactions. Predict the reaction yield, written as a fraction of the theoretical maximum amount of product (1.0 means a 100% yield; for example, 0.34 means a 34% yield). (1) The reactants are [NH:1]1[C:9]2[C:4](=[CH:5][C:6]([C:10]3[CH:11]=[C:12]([CH:27]=[CH:28][CH:29]=3)[CH2:13][O:14][C:15]3[CH:20]=[CH:19][C:18]([CH2:21][CH2:22][C:23]([O:25][CH3:26])=[O:24])=[CH:17][CH:16]=3)=[CH:7][CH:8]=2)[CH:3]=[CH:2]1.IC.[C:32](=O)([O-])[O-].[K+].[K+]. The catalyst is CN(C)C=O.C(OCC)(=O)C. The product is [CH3:32][N:1]1[C:9]2[C:4](=[CH:5][C:6]([C:10]3[CH:11]=[C:12]([CH:27]=[CH:28][CH:29]=3)[CH2:13][O:14][C:15]3[CH:20]=[CH:19][C:18]([CH2:21][CH2:22][C:23]([O:25][CH3:26])=[O:24])=[CH:17][CH:16]=3)=[CH:7][CH:8]=2)[CH:3]=[CH:2]1. The yield is 0.560. (2) The reactants are NC1(C2C=CC(C3C(=O)C4C(=CC=C(F)C=4)OC=3C3C=CC=CC=3)=CC=2)CCC1.C(OC(=O)[NH:36][C:37]1([C:41]2[CH:46]=[CH:45][C:44]([C:47]3[C:48](=[O:68])[C:49]4[CH:54]=[CH:53][N:52]([CH2:55][CH2:56][O:57][CH3:58])[C:51](=[O:59])[C:50]=4[O:60][C:61]=3[C:62]3[CH:67]=[CH:66][CH:65]=[CH:64][CH:63]=3)=[CH:43][CH:42]=2)[CH2:40][CH2:39][CH2:38]1)(C)(C)C. No catalyst specified. The product is [NH2:36][C:37]1([C:41]2[CH:42]=[CH:43][C:44]([C:47]3[C:48](=[O:68])[C:49]4[CH:54]=[CH:53][N:52]([CH2:55][CH2:56][O:57][CH3:58])[C:51](=[O:59])[C:50]=4[O:60][C:61]=3[C:62]3[CH:63]=[CH:64][CH:65]=[CH:66][CH:67]=3)=[CH:45][CH:46]=2)[CH2:40][CH2:39][CH2:38]1. The yield is 0.720. (3) The reactants are [CH3:1][C:2]1[CH:3]=[C:4]([NH2:20])[C:5]([NH:9][CH:10]([CH3:19])[CH2:11][CH2:12][C:13]2[CH:18]=[CH:17][CH:16]=[CH:15][CH:14]=2)=[CH:6][C:7]=1[CH3:8].[NH:21]1[C:29](=[O:30])[C:27](=O)[C:25](=O)[NH:24][C:22]1=[O:23].B(O)(O)O.C(O)(=O)C. No catalyst specified. The product is [CH3:1][C:2]1[C:7]([CH3:8])=[CH:6][C:5]2[N:9]([CH:10]([CH3:19])[CH2:11][CH2:12][C:13]3[CH:18]=[CH:17][CH:16]=[CH:15][CH:14]=3)[C:25]3[C:27]([C:29](=[O:30])[NH:21][C:22](=[O:23])[N:24]=3)=[N:20][C:4]=2[CH:3]=1. The yield is 0.780. (4) The reactants are Cl.Cl.[CH3:3][N:4]1[CH:12]=[C:11]2[C:6]([CH:7]=[CH:8][CH:9]=[C:10]2[C@@H:13]2[CH2:15][C@H:14]2[CH2:16][NH2:17])=[N:5]1.C(N(CC)CC)C.[Br:25][C:26]1[CH:34]=[CH:33][C:29]([C:30](Cl)=[O:31])=[CH:28][CH:27]=1. The catalyst is O1CCCC1. The product is [Br:25][C:26]1[CH:34]=[CH:33][C:29]([C:30]([NH:17][CH2:16][C@@H:14]2[CH2:15][C@H:13]2[C:10]2[C:11]3[C:6]([CH:7]=[CH:8][CH:9]=2)=[N:5][N:4]([CH3:3])[CH:12]=3)=[O:31])=[CH:28][CH:27]=1. The yield is 0.880.